This data is from Full USPTO retrosynthesis dataset with 1.9M reactions from patents (1976-2016). The task is: Predict the reactants needed to synthesize the given product. Given the product [CH2:21]([CH:18]1[CH2:17][NH:16][C:15](=[O:23])[C:14]2[CH:13]=[C:12]([C:5]3[CH:6]=[CH:7][CH:8]=[C:9]4[C:4]=3[N:3]=[C:2]([NH:24][C:25]3[CH:30]=[CH:29][CH:28]=[CH:27][CH:26]=3)[CH:11]=[CH:10]4)[NH:20][C:19]1=2)[CH3:22], predict the reactants needed to synthesize it. The reactants are: Cl[C:2]1[CH:11]=[CH:10][C:9]2[C:4](=[C:5]([C:12]3[NH:20][C:19]4[CH:18]([CH2:21][CH3:22])[CH2:17][NH:16][C:15](=[O:23])[C:14]=4[CH:13]=3)[CH:6]=[CH:7][CH:8]=2)[N:3]=1.[NH2:24][C:25]1[CH:30]=[CH:29][CH:28]=[CH:27][CH:26]=1.[Li+].C[Si]([N-][Si](C)(C)C)(C)C.C(O)(C(F)(F)F)=O.